From a dataset of Forward reaction prediction with 1.9M reactions from USPTO patents (1976-2016). Predict the product of the given reaction. (1) Given the reactants Cl[CH2:2][C:3]1[C:4]([CH3:15])=[N:5][C:6]2[C:11]([CH:12]=1)=[CH:10][CH:9]=[C:8]([O:13][CH3:14])[CH:7]=2.[C-:16]#[N:17].[Na+].[C-]#N.[K+], predict the reaction product. The product is: [CH3:14][O:13][C:8]1[CH:7]=[C:6]2[C:11]([CH:12]=[C:3]([CH2:2][C:16]#[N:17])[C:4]([CH3:15])=[N:5]2)=[CH:10][CH:9]=1. (2) Given the reactants [CH2:1]([O:8][C:9]1[CH:10]=[C:11]2[C:16](=[CH:17][C:18]=1OCCOC)[N:15]=[CH:14][C:13]([C:24]#[N:25])=[C:12]2Cl)C1C=CC=CC=1.[CH3:27][N:28]1[CH2:33][CH2:32][NH:31][CH2:30][CH2:29]1.CN1CCCC1=[O:40], predict the reaction product. The product is: [CH3:1][O:8][C:9]1[CH:10]=[C:11]2[C:16](=[CH:17][C:18]=1[N:31]1[CH2:32][CH2:33][N:28]([CH3:27])[CH2:29][CH2:30]1)[NH:15][CH:14]=[C:13]([C:24]#[N:25])[C:12]2=[O:40]. (3) Given the reactants [Cl:1][C:2]1[CH:7]=[C:6]([CH2:8][OH:9])[C:5]([O:10][CH3:11])=[CH:4][C:3]=1[OH:12].Br[CH2:14][C:15]([O:17][CH2:18][CH3:19])=[O:16].C(=O)([O-])[O-].[K+].[K+], predict the reaction product. The product is: [CH2:18]([O:17][C:15](=[O:16])[CH2:14][O:12][C:3]1[CH:4]=[C:5]([O:10][CH3:11])[C:6]([CH2:8][OH:9])=[CH:7][C:2]=1[Cl:1])[CH3:19]. (4) Given the reactants [CH3:1][C:2]1[CH:7]=[C:6]([N+:8]([O-])=O)[CH:5]=[C:4]([CH2:11][N:12]2[CH2:16][CH2:15][CH2:14][CH2:13]2)[C:3]=1[N:17]1[CH2:22][CH2:21][O:20][CH2:19][CH2:18]1.C([O-])=O.[NH4+], predict the reaction product. The product is: [CH3:1][C:2]1[CH:7]=[C:6]([CH:5]=[C:4]([CH2:11][N:12]2[CH2:16][CH2:15][CH2:14][CH2:13]2)[C:3]=1[N:17]1[CH2:18][CH2:19][O:20][CH2:21][CH2:22]1)[NH2:8].